From a dataset of NCI-60 drug combinations with 297,098 pairs across 59 cell lines. Regression. Given two drug SMILES strings and cell line genomic features, predict the synergy score measuring deviation from expected non-interaction effect. (1) Drug 1: CC1C(C(CC(O1)OC2CC(CC3=C2C(=C4C(=C3O)C(=O)C5=C(C4=O)C(=CC=C5)OC)O)(C(=O)C)O)N)O.Cl. Drug 2: CCN(CC)CCCC(C)NC1=C2C=C(C=CC2=NC3=C1C=CC(=C3)Cl)OC. Cell line: CCRF-CEM. Synergy scores: CSS=56.7, Synergy_ZIP=-0.577, Synergy_Bliss=-1.90, Synergy_Loewe=-19.9, Synergy_HSA=0.395. (2) Cell line: MCF7. Drug 1: C1CC(C1)(C(=O)O)C(=O)O.[NH2-].[NH2-].[Pt+2]. Synergy scores: CSS=2.13, Synergy_ZIP=-0.383, Synergy_Bliss=1.42, Synergy_Loewe=-1.97, Synergy_HSA=-1.53. Drug 2: CC1=C(C(=CC=C1)Cl)NC(=O)C2=CN=C(S2)NC3=CC(=NC(=N3)C)N4CCN(CC4)CCO.